Dataset: Forward reaction prediction with 1.9M reactions from USPTO patents (1976-2016). Task: Predict the product of the given reaction. Given the reactants [CH2:1]([S:21][C:22]([CH3:29])([CH3:28])[C:23]([O:25]CC)=[O:24])[CH2:2][CH2:3][CH2:4]/[CH:5]=[CH:6]\[CH2:7]/[CH:8]=[CH:9]\[CH2:10]/[CH:11]=[CH:12]\[CH2:13]/[CH:14]=[CH:15]\[CH2:16]/[CH:17]=[CH:18]\[CH2:19][CH3:20].[Li+].[OH-].Cl, predict the reaction product. The product is: [CH2:1]([S:21][C:22]([CH3:28])([CH3:29])[C:23]([OH:25])=[O:24])[CH2:2][CH2:3][CH2:4]/[CH:5]=[CH:6]\[CH2:7]/[CH:8]=[CH:9]\[CH2:10]/[CH:11]=[CH:12]\[CH2:13]/[CH:14]=[CH:15]\[CH2:16]/[CH:17]=[CH:18]\[CH2:19][CH3:20].